Dataset: Catalyst prediction with 721,799 reactions and 888 catalyst types from USPTO. Task: Predict which catalyst facilitates the given reaction. Reactant: CC1[O:11][C:10]2[C:9]3[CH:12]=[CH:13][CH:14]=[CH:15][C:8]=3NCCC=2N=1.S(Cl)(Cl)=O.[CH3:20][N:21]1[C:30]2[NH:29][C:28]3[CH:31]=[C:32]([CH3:35])[CH:33]=[CH:34][C:27]=3[NH:26][CH2:25][C:24]=2[CH:23]=[N:22]1.C([N:38]([CH2:41][CH3:42])CC)C. Product: [CH3:20][N:21]1[C:30]2[NH:29][C:28]3[CH:31]=[C:32]([CH3:35])[CH:33]=[CH:34][C:27]=3[N:26]([C:10]([C:9]3[CH:12]=[CH:13][C:42]([C:41]#[N:38])=[C:15]([CH3:14])[CH:8]=3)=[O:11])[CH2:25][C:24]=2[CH:23]=[N:22]1. The catalyst class is: 451.